Dataset: Forward reaction prediction with 1.9M reactions from USPTO patents (1976-2016). Task: Predict the product of the given reaction. (1) Given the reactants [CH3:1][C:2]1[C:3]([CH2:14][S:15][C:16]2[NH:17][C:18]3[CH:24]=[CH:23][CH:22]=[CH:21][C:19]=3[N:20]=2)=[N:4][CH:5]=[CH:6][C:7]=1[O:8][CH2:9][C:10]([F:13])([F:12])[F:11].O.C(C(C(C(OCC)=O)O)O)(OCC)=[O:27].C(N(C(C)C)CC)(C)C.[O-]O.C1(C(C)C)C=CC=CC=1, predict the reaction product. The product is: [CH3:1][C:2]1[C:3]([CH2:14][S@:15]([C:16]2[NH:20][C:19]3[CH:21]=[CH:22][CH:23]=[CH:24][C:18]=3[N:17]=2)=[O:27])=[N:4][CH:5]=[CH:6][C:7]=1[O:8][CH2:9][C:10]([F:12])([F:11])[F:13]. (2) Given the reactants [CH:1]1([C@@H:5]([N:7]([CH2:14][C:15]2[CH:20]=[CH:19][C:18]([F:21])=[CH:17][CH:16]=2)S(C(C)(C)C)=O)[CH3:6])[CH2:4][CH2:3][CH2:2]1.[ClH:22], predict the reaction product. The product is: [ClH:22].[CH:1]1([C@@H:5]([NH:7][CH2:14][C:15]2[CH:20]=[CH:19][C:18]([F:21])=[CH:17][CH:16]=2)[CH3:6])[CH2:4][CH2:3][CH2:2]1. (3) Given the reactants [CH3:1][O:2][C:3]([C@H:5]1[NH:23][C:22](=[O:24])[C@H:21]([CH:25]([CH3:27])[CH3:26])[NH:20][C:19](=[O:28])[C@@H:18]([NH:29]C(OC(C)(C)C)=O)[CH2:17][C:16]2=[CH:37][CH:38]=[C:13]([CH:14]=[CH:15]2)[O:12][CH2:11][CH2:10][CH2:9][CH2:8][S:7][CH2:6]1)=[O:4].[ClH:39], predict the reaction product. The product is: [ClH:39].[CH3:1][O:2][C:3]([C@H:5]1[NH:23][C:22](=[O:24])[C@H:21]([CH:25]([CH3:27])[CH3:26])[NH:20][C:19](=[O:28])[C@@H:18]([NH2:29])[CH2:17][C:16]2=[CH:37][CH:38]=[C:13]([CH:14]=[CH:15]2)[O:12][CH2:11][CH2:10][CH2:9][CH2:8][S:7][CH2:6]1)=[O:4]. (4) Given the reactants [N:1]1([S:11]([C:14]2[CH:15]=[C:16]([N:20]3[C:29](=[O:30])[C:28]4[C:23](=[CH:24][CH:25]=[CH:26][C:27]=4[CH2:31][C:32](OCC)=[O:33])[NH:22][C:21]3=[O:37])[CH:17]=[CH:18][CH:19]=2)(=[O:13])=[O:12])[C:10]2[C:5](=[CH:6][CH:7]=[CH:8][CH:9]=2)[CH2:4][CH2:3][CH2:2]1.[BH4-].[Li+].O, predict the reaction product. The product is: [N:1]1([S:11]([C:14]2[CH:15]=[C:16]([N:20]3[C:29](=[O:30])[C:28]4[C:23](=[CH:24][CH:25]=[CH:26][C:27]=4[CH2:31][CH2:32][OH:33])[NH:22][C:21]3=[O:37])[CH:17]=[CH:18][CH:19]=2)(=[O:13])=[O:12])[C:10]2[C:5](=[CH:6][CH:7]=[CH:8][CH:9]=2)[CH2:4][CH2:3][CH2:2]1. (5) The product is: [CH:11]1[C:12]([C:13]#[N:14])=[CH:15][CH:16]=[C:9]([CH:8]([N:2]2[N:1]=[CH:5][N:4]=[CH:3]2)[C:17]2[CH:18]=[CH:19][C:20]([C:23]#[N:24])=[CH:21][CH:22]=2)[CH:10]=1. Given the reactants [NH:1]1[CH:5]=[N:4][C:3]([Na])=[N:2]1.Br[CH2:8][C:9]1[CH:16]=[CH:15][C:12]([C:13]#[N:14])=[CH:11][CH:10]=1.[C:17]1(C)[CH:22]=[CH:21][C:20]([C:23]#[N:24])=[CH:19][CH:18]=1.N1C=NC(CC2C=CC(C#N)=CC=2)=N1.FC1C=CC(C#N)=CC=1.C[Si]([N-][Si](C)(C)C)(C)C.[Na+], predict the reaction product. (6) Given the reactants OC[C@@H](N)C(C)CC.COC(=O)[C@H]([C@H](CC)C)N.OCCN.[N+:23]([C:26]1[C:35]2[C:30](=[CH:31][CH:32]=[CH:33][CH:34]=2)[C:29]([NH2:36])=[CH:28][CH:27]=1)([O-:25])=[O:24].[N+](C1[C:49]2[C:44](=[CH:45]C=C[CH:48]=2)[C:43]([N:50]=[C:51]=[S:52])=[CH:42]C=1)([O-])=O, predict the reaction product. The product is: [N+:23]([C:26]1[C:35]2[C:30](=[CH:31][CH:32]=[CH:33][CH:34]=2)[C:29]([N:36]=[C:51]2[NH:50][C@@H:43]([CH:44]([CH2:49][CH3:48])[CH3:45])[CH2:42][S:52]2)=[CH:28][CH:27]=1)([O-:25])=[O:24]. (7) Given the reactants [CH2:1]([O:8][C:9]1[C:10]2[C:23](=[O:24])[N:22]([CH2:25][C:26]3[CH:31]=[CH:30][C:29]([F:32])=[CH:28][CH:27]=3)[CH2:21][CH:20]([C:33]([O:35][CH3:36])=[O:34])[C:11]=2[N:12]2[CH2:17][CH2:16][N:15]([CH3:18])[C:14](=[O:19])[C:13]=12)[C:2]1[CH:7]=[CH:6][CH:5]=[CH:4][CH:3]=1, predict the reaction product. The product is: [CH2:1]([O:8][C:9]1[C:10]2[C:23](=[O:24])[N:22]([CH2:25][C:26]3[CH:27]=[CH:28][C:29]([F:32])=[CH:30][CH:31]=3)[CH:21]=[C:20]([C:33]([O:35][CH3:36])=[O:34])[C:11]=2[N:12]2[CH2:17][CH2:16][N:15]([CH3:18])[C:14](=[O:19])[C:13]=12)[C:2]1[CH:7]=[CH:6][CH:5]=[CH:4][CH:3]=1. (8) Given the reactants Br[C:2]1[C:12]2[O:11][CH2:10][CH2:9][N:8]([C:13]([O:15][C:16]([CH3:19])([CH3:18])[CH3:17])=[O:14])[CH2:7][C:6]=2[CH:5]=[CH:4][CH:3]=1.[CH3:20][C:21]1[C:25](B(O)O)=[C:24]([CH3:29])[O:23][N:22]=1.C(O)C.C(=O)([O-])[O-].[Na+].[Na+], predict the reaction product. The product is: [CH3:20][C:21]1[C:25]([C:2]2[C:12]3[O:11][CH2:10][CH2:9][N:8]([C:13]([O:15][C:16]([CH3:19])([CH3:18])[CH3:17])=[O:14])[CH2:7][C:6]=3[CH:5]=[CH:4][CH:3]=2)=[C:24]([CH3:29])[O:23][N:22]=1. (9) Given the reactants [C:1]([CH2:3][C:4]([O:6][CH2:7][CH3:8])=[O:5])#[N:2].[CH:9](OCC)(OCC)[O:10][CH2:11][CH3:12], predict the reaction product. The product is: [C:1]([C:3](=[CH:9][O:10][CH2:11][CH3:12])[C:4]([O:6][CH2:7][CH3:8])=[O:5])#[N:2].